Dataset: Full USPTO retrosynthesis dataset with 1.9M reactions from patents (1976-2016). Task: Predict the reactants needed to synthesize the given product. (1) Given the product [C:12]([NH:20][C:21]1[CH:33]=[C:32]([O:9][C:3]2[CH:4]=[CH:5][C:6]([Cl:8])=[CH:7][C:2]=2[Cl:1])[CH:31]=[CH:30][C:22]=1[C:23]([O:25][C:26]([CH3:28])([CH3:29])[CH3:27])=[O:24])(=[O:19])[C:13]1[CH:14]=[CH:15][CH:16]=[CH:17][CH:18]=1, predict the reactants needed to synthesize it. The reactants are: [Cl:1][C:2]1[CH:7]=[C:6]([Cl:8])[CH:5]=[CH:4][C:3]=1[OH:9].[H-].[Na+].[C:12]([NH:20][C:21]1[CH:33]=[C:32](Br)[CH:31]=[CH:30][C:22]=1[C:23]([O:25][C:26]([CH3:29])([CH3:28])[CH3:27])=[O:24])(=[O:19])[C:13]1[CH:18]=[CH:17][CH:16]=[CH:15][CH:14]=1.C(P(C(C)(C)C)C1C=CC=CC=1C1C(C(C)C)=CC(C(C)C)=CC=1C(C)C)(C)(C)C.C(O)(=O)CC(CC(O)=O)(C(O)=O)O. (2) Given the product [F:13][C:12]([F:15])([F:14])[C:3]1[CH:4]=[C:5]([C:8]([F:11])([F:10])[F:9])[CH:6]=[CH:7][C:2]=1[N:19]1[CH2:20][CH2:21][CH:17]([OH:16])[CH2:18]1, predict the reactants needed to synthesize it. The reactants are: Br[C:2]1[CH:7]=[CH:6][C:5]([C:8]([F:11])([F:10])[F:9])=[CH:4][C:3]=1[C:12]([F:15])([F:14])[F:13].[OH:16][CH:17]1[CH2:21][CH2:20][NH:19][CH2:18]1. (3) The reactants are: NC1CC[N:5]([CH2:8][C:9]2[CH:14]=[CH:13][CH:12]=[CH:11][CH:10]=2)CC1.C(N(CC)CC)C.ClC(OC[C:27]1[CH:32]=[CH:31]C=[CH:29][CH:28]=1)=O. Given the product [CH3:29][CH2:28][CH2:27][CH2:32][CH2:31][CH2:10][CH2:11][CH2:12][CH2:13][CH2:14][CH2:9][CH2:8][NH2:5], predict the reactants needed to synthesize it. (4) The reactants are: [Cl:1][C:2]1[CH:7]=[CH:6][C:5]([C:8]2[C:12]3[CH2:13][NH:14][CH2:15][CH2:16][C:11]=3[N:10]([CH2:17][CH:18]([OH:34])[CH2:19][N:20]3[CH2:25][CH2:24][N:23]([C:26]4[CH:33]=[CH:32][CH:31]=[CH:30][C:27]=4[C:28]#[N:29])[CH2:22][CH2:21]3)[N:9]=2)=[CH:4][C:3]=1[CH3:35].Cl[C:37](=[O:42])[C:38]([O:40][CH3:41])=[O:39].CO.C(Cl)Cl. Given the product [CH3:41][O:40][C:38](=[O:39])[C:37]([N:14]1[CH2:15][CH2:16][C:11]2[N:10]([CH2:17][CH:18]([OH:34])[CH2:19][N:20]3[CH2:25][CH2:24][N:23]([C:26]4[CH:33]=[CH:32][CH:31]=[CH:30][C:27]=4[C:28]#[N:29])[CH2:22][CH2:21]3)[N:9]=[C:8]([C:5]3[CH:6]=[CH:7][C:2]([Cl:1])=[C:3]([CH3:35])[CH:4]=3)[C:12]=2[CH2:13]1)=[O:42], predict the reactants needed to synthesize it. (5) Given the product [CH3:1][N:2]1[C:6]([C:7]([C:9]2[N:13]([CH3:14])[CH:12]=[N:11][CH:10]=2)=[O:8])=[CH:5][N:4]=[N:3]1, predict the reactants needed to synthesize it. The reactants are: [CH3:1][N:2]1[C:6]([CH:7]([C:9]2[N:13]([CH3:14])[CH:12]=[N:11][CH:10]=2)[OH:8])=[CH:5][N:4]=[N:3]1. (6) Given the product [C:32]([C:31]1[CH:34]=[C:35]([F:38])[CH:36]=[CH:37][C:30]=1[CH2:29][O:8][C:7]1[CH:6]=[C:5]([CH3:9])[N:4]([C:10]2[CH:11]=[C:12]([CH:17]=[CH:18][C:19]=2[CH3:20])[C:13]([O:15][CH3:16])=[O:14])[C:3](=[O:21])[C:2]=1[Br:1])#[N:33], predict the reactants needed to synthesize it. The reactants are: [Br:1][C:2]1[C:3](=[O:21])[N:4]([C:10]2[CH:11]=[C:12]([CH:17]=[CH:18][C:19]=2[CH3:20])[C:13]([O:15][CH3:16])=[O:14])[C:5]([CH3:9])=[CH:6][C:7]=1[OH:8].C(=O)([O-])[O-].[K+].[K+].Br[CH2:29][C:30]1[CH:37]=[CH:36][C:35]([F:38])=[CH:34][C:31]=1[C:32]#[N:33].C(OCC)(=O)C. (7) Given the product [CH3:3][C:4]1[C:13]([CH3:14])=[C:12]([C:24](=[O:25])[CH2:23][O:22][CH3:21])[C:11]2[C:6](=[C:7]([F:20])[CH:8]=[C:9]([C:16]([CH3:19])([CH3:18])[CH3:17])[CH:10]=2)[N:5]=1, predict the reactants needed to synthesize it. The reactants are: [H-].[Na+].[CH3:3][C:4]1[C:13]([CH3:14])=[C:12](O)[C:11]2[C:6](=[C:7]([F:20])[CH:8]=[C:9]([C:16]([CH3:19])([CH3:18])[CH3:17])[CH:10]=2)[N:5]=1.[CH3:21][O:22][CH2:23][C:24](Cl)=[O:25]. (8) Given the product [CH:23]([C:20]1[N:18]2[N:19]=[C:14]([C:2]3[S:28][C:27]([CH:29]4[CH2:34][CH2:33][N:32]([C:35]([O:37][C:38]([CH3:41])([CH3:40])[CH3:39])=[O:36])[CH2:31][CH2:30]4)=[N:26][C:3]=3[C:5]3[CH:10]=[C:9]([F:11])[C:8]([F:12])=[CH:7][C:6]=3[F:13])[CH:15]=[CH:16][C:17]2=[N:22][N:21]=1)([CH3:25])[CH3:24], predict the reactants needed to synthesize it. The reactants are: Br[CH:2]([C:14]1[CH:15]=[CH:16][C:17]2[N:18]([C:20]([CH:23]([CH3:25])[CH3:24])=[N:21][N:22]=2)[N:19]=1)[C:3]([C:5]1[CH:10]=[C:9]([F:11])[C:8]([F:12])=[CH:7][C:6]=1[F:13])=O.[NH2:26][C:27]([CH:29]1[CH2:34][CH2:33][N:32]([C:35]([O:37][C:38]([CH3:41])([CH3:40])[CH3:39])=[O:36])[CH2:31][CH2:30]1)=[S:28]. (9) Given the product [Br:1][C:2]1[CH:3]=[CH:4][C:5]2[O:6][CH2:7][C:8](=[O:12])[N:9]([CH2:60][CH2:61][N:62]3[CH2:67][CH2:66][CH:65]([NH:68][C:69](=[O:75])[O:70][C:71]([CH3:74])([CH3:73])[CH3:72])[CH2:64][CH2:63]3)[C:10]=2[N:11]=1, predict the reactants needed to synthesize it. The reactants are: [Br:1][C:2]1[CH:3]=[CH:4][C:5]2[O:6][CH2:7][C:8](=[O:12])[NH:9][C:10]=2[N:11]=1.[H-].[Na+].FC1C=C2C(C=CC(=O)N2CCN2CCC(NCC3C=CC4OCC(=O)NC=4N=3)CC2)=CC=1.COC1C=C2C(C=CC(=O)N2[CH2:60][CH2:61][N:62]2[CH2:67][CH2:66][CH:65]([NH:68][C:69](=[O:75])[O:70][C:71]([CH3:74])([CH3:73])[CH3:72])[CH2:64][CH2:63]2)=CC=1. (10) Given the product [Br:6][C:7]1[CH:16]=[CH:15][C:14]([C:17]([OH:1])=[O:18])=[C:13]2[C:8]=1[CH:9]=[CH:10][CH:11]=[N:19]2, predict the reactants needed to synthesize it. The reactants are: [OH:1]S(O)(=O)=O.[Br:6][C:7]1[CH:16]=[CH:15][C:14]([CH3:17])=[C:13]2[C:8]=1[CH:9]=[CH:10][CH:11]=N2.[OH-:18].[NH4+:19].